This data is from Catalyst prediction with 721,799 reactions and 888 catalyst types from USPTO. The task is: Predict which catalyst facilitates the given reaction. (1) Reactant: [Cl:1][C:2]1[CH:7]=[C:6]([F:8])[CH:5]=[CH:4][C:3]=1[N:9]1[C:17](=[O:18])[C:16]2[C@H:15]3[C:19]([CH3:21])([CH3:20])[C@:12]([CH3:22])([CH2:13][CH2:14]3)[C:11]=2[NH:10]1.I[CH2:24][CH2:25][CH:26]([CH3:28])[CH3:27]. Product: [Cl:1][C:2]1[CH:7]=[C:6]([F:8])[CH:5]=[CH:4][C:3]=1[N:9]1[C:17](=[O:18])[C:16]2[C@H:15]3[C:19]([CH3:21])([CH3:20])[C@:12]([CH3:22])([CH2:13][CH2:14]3)[C:11]=2[N:10]1[CH2:24][CH2:25][CH:26]([CH3:28])[CH3:27]. The catalyst class is: 711. (2) Reactant: C(O)CC.Cl.[CH3:6][O:7][NH2:8].[CH3:9][C:10]1[CH:14]=[C:13]([C:15]([C:17]2[CH:22]=[CH:21][CH:20]=[CH:19][C:18]=2[CH2:23][O:24][C:25]2[CH:30]=[C:29]([CH3:31])[CH:28]=[CH:27][C:26]=2[CH3:32])=O)[O:12][N:11]=1. Product: [CH3:6][O:7][N:8]=[C:15]([C:13]1[O:12][N:11]=[C:10]([CH3:9])[CH:14]=1)[C:17]1[CH:22]=[CH:21][CH:20]=[CH:19][C:18]=1[CH2:23][O:24][C:25]1[CH:30]=[C:29]([CH3:31])[CH:28]=[CH:27][C:26]=1[CH3:32]. The catalyst class is: 6. (3) Reactant: [C:1]1([O:7][P:8]([CH2:17][C:18]([CH3:41])=[CH:19][CH2:20][C:21]2[C:22]([O:34][CH2:35][CH2:36][Si:37]([CH3:40])([CH3:39])[CH3:38])=[C:23]3[C:27](=[C:28]([CH3:32])[C:29]=2[O:30][CH3:31])[CH2:26][O:25][C:24]3=[O:33])(=[O:16])[O:9]C2C=CC=CC=2)[CH:6]=[CH:5][CH:4]=[CH:3][CH:2]=1.[OH-].[Na+].CCOC(C)=O. Product: [C:1]1([O:7][P:8]([CH2:17][C:18]([CH3:41])=[CH:19][CH2:20][C:21]2[C:22]([O:34][CH2:35][CH2:36][Si:37]([CH3:40])([CH3:38])[CH3:39])=[C:23]3[C:27](=[C:28]([CH3:32])[C:29]=2[O:30][CH3:31])[CH2:26][O:25][C:24]3=[O:33])(=[O:9])[OH:16])[CH:2]=[CH:3][CH:4]=[CH:5][CH:6]=1. The catalyst class is: 1. (4) Reactant: [CH3:1][O:2][C:3](=[O:23])[C:4]([NH:10][C:11]1[CH:12]=[C:13]([O:21][CH3:22])[CH:14]=[C:15]2[C:20]=1[N:19]=[CH:18][CH:17]=[CH:16]2)=[CH:5][C:6]([O:8]C)=O.CCCCCC. Product: [CH3:1][O:2][C:3]([C:4]1[NH:10][C:11]2[C:12]([C:6](=[O:8])[CH:5]=1)=[C:13]([O:21][CH3:22])[CH:14]=[C:15]1[C:20]=2[N:19]=[CH:18][CH:17]=[CH:16]1)=[O:23]. The catalyst class is: 400. (5) Reactant: [Br:1][C:2]1[CH:3]=[C:4]([NH2:12])[C:5]2[N:6]([C:8](I)=[CH:9][N:10]=2)[CH:7]=1.[CH:13]1([NH:16][C:17](=[O:34])[C:18]2[CH:23]=[CH:22][C:21](B3OC(C)(C)C(C)(C)O3)=[CH:20][C:19]=2[CH3:33])[CH2:15][CH2:14]1.C(=O)([O-])[O-].[K+].[K+]. Product: [NH2:12][C:4]1[C:5]2[N:6]([C:8]([C:21]3[CH:22]=[CH:23][C:18]([C:17]([NH:16][CH:13]4[CH2:14][CH2:15]4)=[O:34])=[C:19]([CH3:33])[CH:20]=3)=[CH:9][N:10]=2)[CH:7]=[C:2]([Br:1])[CH:3]=1. The catalyst class is: 450. (6) The catalyst class is: 14. Reactant: C(S[C:4](=[O:23])[CH:5]([C:19]([F:22])([F:21])[F:20])[CH2:6][C:7](=O)[C:8]1[CH:13]=[CH:12][C:11]([C:14]([F:17])([F:16])[F:15])=[CH:10][CH:9]=1)C.O.[NH2:25][NH2:26]. Product: [F:20][C:19]([F:22])([F:21])[CH:5]1[CH2:6][C:7]([C:8]2[CH:13]=[CH:12][C:11]([C:14]([F:17])([F:16])[F:15])=[CH:10][CH:9]=2)=[N:26][NH:25][C:4]1=[O:23]. (7) Reactant: COCCN(S(F)(F)[F:11])CCOC.O[CH:15]1[CH:20]([C:21]2[CH:26]=[CH:25][C:24]([C:27]([F:30])([F:29])[F:28])=[CH:23][CH:22]=2)[CH2:19][CH2:18][N:17]([C:31]([O:33][C:34]([CH3:37])([CH3:36])[CH3:35])=[O:32])[CH2:16]1.C(=O)(O)[O-]. Product: [F:11][CH:15]1[CH:20]([C:21]2[CH:26]=[CH:25][C:24]([C:27]([F:30])([F:29])[F:28])=[CH:23][CH:22]=2)[CH2:19][CH2:18][N:17]([C:31]([O:33][C:34]([CH3:37])([CH3:36])[CH3:35])=[O:32])[CH2:16]1. The catalyst class is: 2. (8) Reactant: [Br:1][C:2]1[CH:3]=[CH:4][C:5]([O:10][CH2:11][CH:12]([F:14])[F:13])=[C:6]([CH:9]=1)[CH:7]=O.[Si](Cl)(C)(C)C.[I-:20].[Na+]. Product: [Br:1][C:2]1[CH:3]=[CH:4][C:5]([O:10][CH2:11][CH:12]([F:14])[F:13])=[C:6]([CH2:7][I:20])[CH:9]=1. The catalyst class is: 23.